From a dataset of Full USPTO retrosynthesis dataset with 1.9M reactions from patents (1976-2016). Predict the reactants needed to synthesize the given product. (1) Given the product [CH3:34][C:35]1([C:41]2[CH:42]=[C:43]([NH:47][S:48]([CH3:51])(=[O:50])=[O:49])[CH:44]=[CH:45][CH:46]=2)[CH:40]2[CH:36]1[CH2:37][N:38]([C:52](=[O:53])/[CH:10]=[CH:6]/[C:3]1[CH:4]=[CH:5][S:1][CH:2]=1)[CH2:39]2, predict the reactants needed to synthesize it. The reactants are: [S:1]1[CH:5]=[CH:4][C:3]([C:6](=[CH2:10])C(O)=O)=[CH:2]1.O.ON1C2C=CC=CC=2N=N1.Cl.CN(C)CCCN=C=NCC.[CH3:34][C:35]1([C:41]2[CH:42]=[C:43]([NH:47][S:48]([CH3:51])(=[O:50])=[O:49])[CH:44]=[CH:45][CH:46]=2)[CH:40]2[CH:36]1[CH2:37][NH:38][CH2:39]2.[C:52](=O)([O-])[OH:53].[Na+]. (2) Given the product [CH3:41][O:40][C:38](=[O:37])[CH2:39][C:5]1[CH:4]=[CH:3][C:2]([Cl:1])=[C:11]2[C:6]=1[C:7]([CH3:21])=[C:8]([S:13][C:14]1[CH:19]=[CH:18][C:17]([Cl:20])=[CH:16][CH:15]=1)[C:9]([CH3:12])=[N:10]2, predict the reactants needed to synthesize it. The reactants are: [Cl:1][C:2]1[CH:3]=[CH:4][C:5](OS(C(F)(F)F)(=O)=O)=[C:6]2[C:11]=1[N:10]=[C:9]([CH3:12])[C:8]([S:13][C:14]1[CH:19]=[CH:18][C:17]([Cl:20])=[CH:16][CH:15]=1)=[C:7]2[CH3:21].C([Si]([O:37][C:38]([O:40][CH3:41])=[CH2:39])(C)C)(C)(C)C.C([O-])(=O)C.[Na+].